This data is from Forward reaction prediction with 1.9M reactions from USPTO patents (1976-2016). The task is: Predict the product of the given reaction. (1) Given the reactants [NH2:1][C:2]1[C:21]([O:22][CH3:23])=[CH:20][C:5]2[CH2:6][CH2:7][N:8]([CH2:11][C:12]([N:14]3[CH2:19][CH2:18][O:17][CH2:16][CH2:15]3)=[O:13])[CH2:9][CH2:10][C:4]=2[CH:3]=1.[Cl:24][C:25]1[CH:26]=[CH:27][C:28]([NH:37][C:38]2[C:43]([Cl:44])=[CH:42][N:41]=[C:40](Cl)[N:39]=2)=[C:29]([S:31]([N:34]([CH3:36])[CH3:35])(=[O:33])=[O:32])[CH:30]=1, predict the reaction product. The product is: [Cl:24][C:25]1[CH:26]=[CH:27][C:28]([NH:37][C:38]2[C:43]([Cl:44])=[CH:42][N:41]=[C:40]([NH:1][C:2]3[C:21]([O:22][CH3:23])=[CH:20][C:5]4[CH2:6][CH2:7][N:8]([CH2:11][C:12]([N:14]5[CH2:19][CH2:18][O:17][CH2:16][CH2:15]5)=[O:13])[CH2:9][CH2:10][C:4]=4[CH:3]=3)[N:39]=2)=[C:29]([S:31]([N:34]([CH3:36])[CH3:35])(=[O:32])=[O:33])[CH:30]=1. (2) Given the reactants [N:1]1[C:10]2[C:5](=[CH:6][C:7]([O:11][C:12](=[O:14])[CH3:13])=[CH:8][CH:9]=2)[CH:4]=[CH:3][CH:2]=1.N1C=CC=CC=1.[Br:21]Br, predict the reaction product. The product is: [Br:21][C:3]1[CH:2]=[N:1][C:10]2[C:5]([CH:4]=1)=[CH:6][C:7]([O:11][C:12](=[O:14])[CH3:13])=[CH:8][CH:9]=2. (3) The product is: [Cl:1][C:2]1[CH:9]=[CH:8][C:5]([CH2:6][NH:7][C:11]2[C:16]([N+:17]([O-:19])=[O:18])=[CH:15][CH:14]=[C:13]([Cl:20])[N:12]=2)=[CH:4][CH:3]=1. Given the reactants [Cl:1][C:2]1[CH:9]=[CH:8][C:5]([CH2:6][NH2:7])=[CH:4][CH:3]=1.Cl[C:11]1[C:16]([N+:17]([O-:19])=[O:18])=[CH:15][CH:14]=[C:13]([Cl:20])[N:12]=1.C([O-])([O-])=O.[K+].[K+], predict the reaction product. (4) Given the reactants [C:1]([O:5][C:6](=[O:14])[C:7]([CH2:12][OH:13])([CH2:10][OH:11])[CH:8]=[CH2:9])([CH3:4])([CH3:3])[CH3:2].N1C=CC=CC=1.Cl[C:22](Cl)([O:24]C(=O)OC(Cl)(Cl)Cl)Cl.[Cl-].[NH4+], predict the reaction product. The product is: [C:1]([O:5][C:6]([C:7]1([CH:8]=[CH2:9])[CH2:12][O:13][C:22](=[O:24])[O:11][CH2:10]1)=[O:14])([CH3:4])([CH3:2])[CH3:3]. (5) Given the reactants [C:1]([C:5]1[CH:13]=[CH:12][C:8]([C:9]([OH:11])=O)=[CH:7][CH:6]=1)([CH3:4])([CH3:3])[CH3:2].CN1CCN(C)CC1.ClC1N=C(OC)N=C(OC)N=1.[CH2:33]([NH2:40])[C:34]1[CH:39]=[CH:38][CH:37]=[CH:36][CH:35]=1.C(O)(=O)CC(CC(O)=O)(C(O)=O)O, predict the reaction product. The product is: [CH2:33]([NH:40][C:9](=[O:11])[C:8]1[CH:7]=[CH:6][C:5]([C:1]([CH3:2])([CH3:3])[CH3:4])=[CH:13][CH:12]=1)[C:34]1[CH:39]=[CH:38][CH:37]=[CH:36][CH:35]=1. (6) The product is: [C:2]([O:17][C:15]([C:12]1([C:9]2[CH:8]=[CH:7][C:6]([Br:5])=[CH:11][CH:10]=2)[CH2:14][CH2:13]1)=[O:16])([CH3:3])([CH3:1])[CH3:4]. Given the reactants [CH3:1][C:2](=[CH2:4])[CH3:3].[Br:5][C:6]1[CH:11]=[CH:10][C:9]([C:12]2([C:15]([OH:17])=[O:16])[CH2:14][CH2:13]2)=[CH:8][CH:7]=1.S(=O)(=O)(O)O, predict the reaction product.